Dataset: Reaction yield outcomes from USPTO patents with 853,638 reactions. Task: Predict the reaction yield, written as a fraction of the theoretical maximum amount of product (1.0 means a 100% yield; for example, 0.34 means a 34% yield). (1) The reactants are CS(O[CH2:6][CH2:7][C:8]1([NH:11][C:12]([O:14][C:15]([CH3:18])([CH3:17])[CH3:16])=[O:13])[CH2:10][CH2:9]1)(=O)=O.[C:19]1(=[O:29])[C:27]2[C:22](=[CH:23][CH:24]=[CH:25][CH:26]=2)[C:21](=[O:28])[NH:20]1.[K]. The catalyst is CN(C)C=O. The product is [O:29]=[C:19]1[C:27]2[C:22](=[CH:23][CH:24]=[CH:25][CH:26]=2)[C:21](=[O:28])[N:20]1[CH2:6][CH2:7][C:8]1([NH:11][C:12](=[O:13])[O:14][C:15]([CH3:18])([CH3:17])[CH3:16])[CH2:10][CH2:9]1. The yield is 0.530. (2) The yield is 0.990. The reactants are Br[C:2]1[CH:3]=[CH:4][C:5]2[O:14][CH2:13][CH2:12][N:11]3[C:7](=[N:8][C:9]([C:15]([NH2:17])=[O:16])=[CH:10]3)[C:6]=2[CH:18]=1.[C:19]([O:23][C:24]([N:26]1[CH:31]2[CH2:32][CH2:33][CH:27]1[CH2:28][C:29]([C:35]#[CH:36])([OH:34])[CH2:30]2)=[O:25])([CH3:22])([CH3:21])[CH3:20]. The catalyst is C(#N)C.C(N(CC)CC)C.Cl[Pd](Cl)([P](C1C=CC=CC=1)(C1C=CC=CC=1)C1C=CC=CC=1)[P](C1C=CC=CC=1)(C1C=CC=CC=1)C1C=CC=CC=1.[Cu]I. The product is [C:15]([C:9]1[N:8]=[C:7]2[C:6]3[CH:18]=[C:2]([C:36]#[C:35][C:29]4([OH:34])[CH2:30][CH:31]5[N:26]([C:24]([O:23][C:19]([CH3:21])([CH3:20])[CH3:22])=[O:25])[CH:27]([CH2:33][CH2:32]5)[CH2:28]4)[CH:3]=[CH:4][C:5]=3[O:14][CH2:13][CH2:12][N:11]2[CH:10]=1)(=[O:16])[NH2:17]. (3) The reactants are [Br:1][C:2]1[CH:3]=[CH:4][C:5]([O:10][N:11]=C(C)C)=[C:6]([CH:9]=1)[C:7]#[N:8]. The catalyst is Cl.FC(F)(F)C(O)=O. The product is [Br:1][C:2]1[CH:3]=[CH:4][C:5]2[O:10][N:11]=[C:7]([NH2:8])[C:6]=2[CH:9]=1. The yield is 0.760. (4) The reactants are [N:1]1([C:14]([O:16][C:17]([CH3:20])([CH3:19])[CH3:18])=[O:15])[CH2:5][C@@H:4]([C:6]([O:8]C)=[O:7])[CH2:3][C@H:2]1[C:10]([O:12][CH3:13])=[O:11].[OH-].[Na+].Cl. The catalyst is C1COCC1. The product is [C:17]([O:16][C:14]([N:1]1[C@H:2]([C:10]([O:12][CH3:13])=[O:11])[CH2:3][C@H:4]([C:6]([OH:8])=[O:7])[CH2:5]1)=[O:15])([CH3:20])([CH3:18])[CH3:19]. The yield is 0.700.